Dataset: Full USPTO retrosynthesis dataset with 1.9M reactions from patents (1976-2016). Task: Predict the reactants needed to synthesize the given product. Given the product [Cl:1][C:2]1[CH:7]=[CH:6][C:5]([NH:8][C:9]2[C:14]([C:15]([N:17]3[CH2:18][CH2:19][CH:20]([C:23]4[CH:28]=[CH:27][C:26]([F:29])=[CH:25][CH:24]=4)[CH2:21][CH2:22]3)=[O:16])=[CH:13][N:12]=[C:11]([S:30]([NH:33][C:39](=[O:40])[NH:38][CH:35]3[CH2:37][CH2:36]3)(=[O:31])=[O:32])[CH:10]=2)=[C:4]([CH3:34])[CH:3]=1, predict the reactants needed to synthesize it. The reactants are: [Cl:1][C:2]1[CH:7]=[CH:6][C:5]([NH:8][C:9]2[C:14]([C:15]([N:17]3[CH2:22][CH2:21][CH:20]([C:23]4[CH:28]=[CH:27][C:26]([F:29])=[CH:25][CH:24]=4)[CH2:19][CH2:18]3)=[O:16])=[CH:13][N:12]=[C:11]([S:30]([NH2:33])(=[O:32])=[O:31])[CH:10]=2)=[C:4]([CH3:34])[CH:3]=1.[CH:35]1([N:38]=[C:39]=[O:40])[CH2:37][CH2:36]1.